From a dataset of Forward reaction prediction with 1.9M reactions from USPTO patents (1976-2016). Predict the product of the given reaction. (1) Given the reactants [F:1][C:2]1[CH:3]=[CH:4][C:5]([C@@H:8]([NH:10][C:11](=[O:13])C)[CH3:9])=[N:6][CH:7]=1.[CH3:14][C:15]([O:18]C(OC([O:18][C:15]([CH3:17])([CH3:16])[CH3:14])=O)=O)([CH3:17])[CH3:16].O.[OH-].[Li+].O, predict the reaction product. The product is: [C:15]([O:18][C:11](=[O:13])[NH:10][C@H:8]([C:5]1[CH:4]=[CH:3][C:2]([F:1])=[CH:7][N:6]=1)[CH3:9])([CH3:17])([CH3:16])[CH3:14]. (2) The product is: [C:1]1([C:18]2[CH:19]=[CH:20][CH:21]=[CH:22][CH:23]=2)[CH:6]=[CH:5][C:4]([S:7]([N:10]2[CH2:14][CH2:13][S:12][CH:11]2[C:15]([NH:24][CH:25]([C:29]2[CH:34]=[CH:33][CH:32]=[CH:31][C:30]=2[Cl:35])[CH2:26][CH2:27][OH:28])=[O:17])(=[O:8])=[O:9])=[CH:3][CH:2]=1. Given the reactants [C:1]1([C:18]2[CH:23]=[CH:22][CH:21]=[CH:20][CH:19]=2)[CH:6]=[CH:5][C:4]([S:7]([N:10]2[CH2:14][CH2:13][S:12][CH:11]2[C:15]([OH:17])=O)(=[O:9])=[O:8])=[CH:3][CH:2]=1.[NH2:24][CH:25]([C:29]1[CH:34]=[CH:33][CH:32]=[CH:31][C:30]=1[Cl:35])[CH2:26][CH2:27][OH:28], predict the reaction product. (3) The product is: [CH2:26]([O:33][C:34]1[CH:39]=[CH:38][C:37]([C:40]2[N:59]([C:54]3[CH:55]=[CH:56][CH:57]=[CH:58][C:53]=3[Cl:52])[N:60]=[C:42]([C:43]([O:45][CH2:46][CH3:47])=[O:44])[C:41]=2[CH3:49])=[CH:36][CH:35]=1)[C:27]1[CH:32]=[CH:31][CH:30]=[CH:29][CH:28]=1. Given the reactants [Li].C(OC1C=CC(C(=O)C(C)C(OCC)=O)=CC=1)C1C=CC=CC=1.[Li].[CH2:26]([O:33][C:34]1[CH:39]=[CH:38][C:37]([C:40]([O-])=[C:41]([CH3:49])[C:42](=O)[C:43]([O:45][CH2:46][CH3:47])=[O:44])=[CH:36][CH:35]=1)[C:27]1[CH:32]=[CH:31][CH:30]=[CH:29][CH:28]=1.Cl.[Cl:52][C:53]1[CH:58]=[CH:57][CH:56]=[CH:55][C:54]=1[NH:59][NH2:60], predict the reaction product. (4) Given the reactants [Br:1][C:2]1[C:10]2[C:5](=[N:6][CH:7]=[CH:8][CH:9]=2)[NH:4][CH:3]=1.CCN(P1(N(C)CCCN1C)=NC(C)(C)C)CC.[Si:29](OS(C(F)(F)F)(=O)=O)([CH:36]([CH3:38])[CH3:37])([CH:33]([CH3:35])[CH3:34])[CH:30]([CH3:32])[CH3:31], predict the reaction product. The product is: [Br:1][C:2]1[C:10]2[C:5](=[N:6][CH:7]=[CH:8][CH:9]=2)[N:4]([Si:29]([CH:36]([CH3:38])[CH3:37])([CH:33]([CH3:35])[CH3:34])[CH:30]([CH3:32])[CH3:31])[CH:3]=1. (5) Given the reactants [Si]([O:8][CH2:9][C:10]1([CH3:38])[S:16][CH2:15][CH2:14][N:13]2[C:17]([C:20]3([C:23]4[CH:28]=[CH:27][C:26](B5OC(C)(C)C(C)(C)O5)=[CH:25][CH:24]=4)[CH2:22][CH2:21]3)=[N:18][N:19]=[C:12]2[CH2:11]1)(C(C)(C)C)(C)C.Br[C:40]1[C:41]([C:46]([F:49])([F:48])[F:47])=[N:42][CH:43]=[CH:44][CH:45]=1.C(=O)([O-])[O-].[K+].[K+].C(=O)([O-])O.[Na+], predict the reaction product. The product is: [CH3:38][C:10]1([CH2:9][OH:8])[S:16][CH2:15][CH2:14][N:13]2[C:17]([C:20]3([C:23]4[CH:28]=[CH:27][C:26]([C:40]5[C:41]([C:46]([F:49])([F:48])[F:47])=[N:42][CH:43]=[CH:44][CH:45]=5)=[CH:25][CH:24]=4)[CH2:22][CH2:21]3)=[N:18][N:19]=[C:12]2[CH2:11]1. (6) Given the reactants [C:1]([NH:24][CH2:25][C:26]([O:28]C)=[O:27])(=[O:23])[CH2:2][CH2:3]/[CH:4]=[CH:5]\[CH2:6]/[CH:7]=[CH:8]\[CH2:9]/[CH:10]=[CH:11]\[CH2:12]/[CH:13]=[CH:14]\[CH2:15]/[CH:16]=[CH:17]\[CH2:18]/[CH:19]=[CH:20]\[CH2:21][CH3:22].[OH-].[Na+].Cl, predict the reaction product. The product is: [C:1]([NH:24][CH2:25][C:26]([OH:28])=[O:27])(=[O:23])[CH2:2][CH2:3]/[CH:4]=[CH:5]\[CH2:6]/[CH:7]=[CH:8]\[CH2:9]/[CH:10]=[CH:11]\[CH2:12]/[CH:13]=[CH:14]\[CH2:15]/[CH:16]=[CH:17]\[CH2:18]/[CH:19]=[CH:20]\[CH2:21][CH3:22]. (7) Given the reactants [Cl:1][C:2]1[CH:3]=[C:4]([CH:19]=[CH:20][C:21]=1[Cl:22])[CH2:5][C:6]1[N:10]([CH2:11][C:12](O)=[O:13])[C:9]2[CH:15]=[CH:16][CH:17]=[CH:18][C:8]=2[N:7]=1.[CH:23]([C:26]1[CH:27]=[CH:28][C:29]([CH3:33])=[C:30]([CH:32]=1)[NH2:31])([CH3:25])[CH3:24].CN(C(ON1N=NC2C=CC=NC1=2)=[N+](C)C)C.F[P-](F)(F)(F)(F)F, predict the reaction product. The product is: [Cl:1][C:2]1[CH:3]=[C:4]([CH:19]=[CH:20][C:21]=1[Cl:22])[CH2:5][C:6]1[N:10]([CH2:11][C:12]([NH:31][C:30]2[CH:32]=[C:26]([CH:23]([CH3:24])[CH3:25])[CH:27]=[CH:28][C:29]=2[CH3:33])=[O:13])[C:9]2[CH:15]=[CH:16][CH:17]=[CH:18][C:8]=2[N:7]=1.